This data is from Forward reaction prediction with 1.9M reactions from USPTO patents (1976-2016). The task is: Predict the product of the given reaction. Given the reactants [F:1][C:2]1[CH:20]=[C:19]([F:21])[CH:18]=[CH:17][C:3]=1[CH2:4][N:5]1[C:13]2[C:8](=[CH:9][C:10]([C:14](O)=[O:15])=[CH:11][CH:12]=2)[CH:7]=[CH:6]1.[CH3:22][O:23][C:24]1[CH:29]=[C:28]([O:30][CH3:31])[CH:27]=[CH:26][C:25]=1[CH2:32][NH2:33].C(N=C=NCCCN(C)C)C, predict the reaction product. The product is: [F:1][C:2]1[CH:20]=[C:19]([F:21])[CH:18]=[CH:17][C:3]=1[CH2:4][N:5]1[C:13]2[C:8](=[CH:9][C:10]([C:14]([NH:33][CH2:32][C:25]3[CH:26]=[CH:27][C:28]([O:30][CH3:31])=[CH:29][C:24]=3[O:23][CH3:22])=[O:15])=[CH:11][CH:12]=2)[CH:7]=[CH:6]1.